Dataset: Human liver microsome stability data. Task: Regression/Classification. Given a drug SMILES string, predict its absorption, distribution, metabolism, or excretion properties. Task type varies by dataset: regression for continuous measurements (e.g., permeability, clearance, half-life) or binary classification for categorical outcomes (e.g., BBB penetration, CYP inhibition). Dataset: hlm. (1) The molecule is CN1CCC(NC(=O)c2cnc(NCc3cc(Cl)ccc3Cl)nc2NC2CCCC2)CC1. The result is 1 (stable in human liver microsomes). (2) The drug is CS(=O)(=O)c1cc(C#N)ccc1[C@@H]1C2=C(CCC2=O)N(c2cccc(C(F)(F)F)c2)C(=O)N1CC#N. The result is 0 (unstable in human liver microsomes). (3) The compound is COc1cnc(-c2ccccn2)c2[nH]cc(C(=O)C(=O)N3CCN(C(=O)c4ccccc4)CC3)c12. The result is 1 (stable in human liver microsomes). (4) The compound is CSc1nc2ccccn2c(=N)c1S(=O)(=O)c1ccc(F)cc1. The result is 1 (stable in human liver microsomes). (5) The compound is CC(C)Cc1cc(-c2cccc(Cn3ccnc3)c2)c(S(=O)(=O)NC(=O)OC(C)(C)C)s1. The result is 1 (stable in human liver microsomes). (6) The compound is CCN1CC[C@@](NC(=O)c2ccc3c(C4CCCCC4)c(-c4ccccn4)n(C)c3c2)(C(=O)Nc2ccc(C=CC(=O)O)cc2)C1. The result is 0 (unstable in human liver microsomes).